From a dataset of Forward reaction prediction with 1.9M reactions from USPTO patents (1976-2016). Predict the product of the given reaction. Given the reactants Br[C:2]1[CH:28]=[CH:27][C:5]2[N:6]([CH2:9][C:10]3[CH:26]=[CH:25][C:13]4[N:14]=[C:15]([NH:17][C@@H:18]5[CH2:23][CH2:22][CH2:21][CH2:20][C@H:19]5[OH:24])[S:16][C:12]=4[CH:11]=3)[CH:7]=[N:8][C:4]=2[CH:3]=1.BrC1C(OC)=CC2N=C[N:35](CC3C=CC4N=C(N[C@@H]5CCCC[C@H]5O)SC=4C=3)[C:34]=2C=1, predict the reaction product. The product is: [OH:24][C@@H:19]1[CH2:20][CH2:21][CH2:22][CH2:23][C@H:18]1[NH:17][C:15]1[S:16][C:12]2[CH:11]=[C:10]([CH2:9][N:6]3[C:5]4[CH:27]=[CH:28][C:2]([C:34]#[N:35])=[CH:3][C:4]=4[N:8]=[CH:7]3)[CH:26]=[CH:25][C:13]=2[N:14]=1.